From a dataset of Kir2.1 potassium channel HTS with 301,493 compounds. Binary Classification. Given a drug SMILES string, predict its activity (active/inactive) in a high-throughput screening assay against a specified biological target. The compound is S(c1nc(nc2c1cccc2)C(C)C)CC(=O)Nc1sccn1. The result is 0 (inactive).